From a dataset of Forward reaction prediction with 1.9M reactions from USPTO patents (1976-2016). Predict the product of the given reaction. (1) Given the reactants [Br:1]N1C(=O)CCC1=O.Br[C:10]1[CH:15]=[CH:14][C:13]([CH:16]([O:20]CC)OCC)=[CH:12][C:11]=1[F:23].C1C[O:27][CH2:26][CH2:25]1.O, predict the reaction product. The product is: [Br:1][CH2:25][C:26]([C:10]1[CH:15]=[CH:14][C:13]([CH:16]=[O:20])=[CH:12][C:11]=1[F:23])=[O:27]. (2) The product is: [CH3:7][C:8]([CH2:15][CH2:16][CH2:17][CH:18]([CH3:20])[CH3:19])=[CH:9][CH2:10][CH2:11][C:12](=[O:14])[CH3:13]. Given the reactants FC(F)(F)CO.[CH3:7][C@H:8]([CH2:15][CH2:16][CH2:17][CH:18]([CH3:20])[CH3:19])[CH2:9][CH2:10][CH2:11][C:12](=[O:14])[CH3:13], predict the reaction product. (3) Given the reactants Br[CH2:2][C:3]([C:5]1[CH:10]=[CH:9][C:8]([O:11][C:12]([F:15])([F:14])[F:13])=[CH:7][CH:6]=1)=[O:4].[CH3:16][OH:17], predict the reaction product. The product is: [CH3:16][O:17][CH2:2][C:3]([C:5]1[CH:10]=[CH:9][C:8]([O:11][C:12]([F:15])([F:14])[F:13])=[CH:7][CH:6]=1)=[O:4].